From a dataset of NCI-60 drug combinations with 297,098 pairs across 59 cell lines. Regression. Given two drug SMILES strings and cell line genomic features, predict the synergy score measuring deviation from expected non-interaction effect. (1) Drug 1: CS(=O)(=O)C1=CC(=C(C=C1)C(=O)NC2=CC(=C(C=C2)Cl)C3=CC=CC=N3)Cl. Drug 2: CCN(CC)CCNC(=O)C1=C(NC(=C1C)C=C2C3=C(C=CC(=C3)F)NC2=O)C. Cell line: SF-539. Synergy scores: CSS=12.7, Synergy_ZIP=-0.518, Synergy_Bliss=3.81, Synergy_Loewe=1.18, Synergy_HSA=4.38. (2) Drug 1: C(CN)CNCCSP(=O)(O)O. Drug 2: N.N.Cl[Pt+2]Cl. Cell line: NCIH23. Synergy scores: CSS=45.0, Synergy_ZIP=-1.88, Synergy_Bliss=-2.73, Synergy_Loewe=-15.0, Synergy_HSA=-1.03. (3) Drug 1: CC1=CC=C(C=C1)C2=CC(=NN2C3=CC=C(C=C3)S(=O)(=O)N)C(F)(F)F. Drug 2: C1C(C(OC1N2C=C(C(=O)NC2=O)F)CO)O. Cell line: SK-MEL-28. Synergy scores: CSS=2.25, Synergy_ZIP=-3.73, Synergy_Bliss=-4.27, Synergy_Loewe=-2.30, Synergy_HSA=-2.23. (4) Drug 1: COC1=C(C=C2C(=C1)N=CN=C2NC3=CC(=C(C=C3)F)Cl)OCCCN4CCOCC4. Drug 2: CCC1(CC2CC(C3=C(CCN(C2)C1)C4=CC=CC=C4N3)(C5=C(C=C6C(=C5)C78CCN9C7C(C=CC9)(C(C(C8N6C)(C(=O)OC)O)OC(=O)C)CC)OC)C(=O)OC)O.OS(=O)(=O)O. Cell line: RPMI-8226. Synergy scores: CSS=74.5, Synergy_ZIP=10.0, Synergy_Bliss=9.08, Synergy_Loewe=-13.2, Synergy_HSA=9.28. (5) Drug 2: CCN(CC)CCNC(=O)C1=C(NC(=C1C)C=C2C3=C(C=CC(=C3)F)NC2=O)C. Drug 1: CC1C(C(CC(O1)OC2CC(CC3=C2C(=C4C(=C3O)C(=O)C5=C(C4=O)C(=CC=C5)OC)O)(C(=O)C)O)N)O.Cl. Synergy scores: CSS=18.0, Synergy_ZIP=2.71, Synergy_Bliss=1.29, Synergy_Loewe=-26.3, Synergy_HSA=-1.75. Cell line: NCIH23. (6) Drug 1: C1=CN(C(=O)N=C1N)C2C(C(C(O2)CO)O)O.Cl. Drug 2: C1CCC(C(C1)N)N.C(=O)(C(=O)[O-])[O-].[Pt+4]. Cell line: HCT-15. Synergy scores: CSS=63.8, Synergy_ZIP=-6.25, Synergy_Bliss=-5.14, Synergy_Loewe=-0.126, Synergy_HSA=2.00. (7) Cell line: SR. Drug 1: C1C(C(OC1N2C=NC3=C(N=C(N=C32)Cl)N)CO)O. Synergy scores: CSS=82.8, Synergy_ZIP=0.923, Synergy_Bliss=0.687, Synergy_Loewe=-0.785, Synergy_HSA=1.67. Drug 2: CC1=C(N=C(N=C1N)C(CC(=O)N)NCC(C(=O)N)N)C(=O)NC(C(C2=CN=CN2)OC3C(C(C(C(O3)CO)O)O)OC4C(C(C(C(O4)CO)O)OC(=O)N)O)C(=O)NC(C)C(C(C)C(=O)NC(C(C)O)C(=O)NCCC5=NC(=CS5)C6=NC(=CS6)C(=O)NCCC[S+](C)C)O. (8) Drug 1: C1=CC(=CC=C1CCC2=CNC3=C2C(=O)NC(=N3)N)C(=O)NC(CCC(=O)O)C(=O)O. Drug 2: C1C(C(OC1N2C=NC3=C2NC=NCC3O)CO)O. Cell line: TK-10. Synergy scores: CSS=38.3, Synergy_ZIP=-0.285, Synergy_Bliss=-2.39, Synergy_Loewe=-5.80, Synergy_HSA=-1.45. (9) Drug 1: C1CCN(CC1)CCOC2=CC=C(C=C2)C(=O)C3=C(SC4=C3C=CC(=C4)O)C5=CC=C(C=C5)O. Drug 2: CCC1=CC2CC(C3=C(CN(C2)C1)C4=CC=CC=C4N3)(C5=C(C=C6C(=C5)C78CCN9C7C(C=CC9)(C(C(C8N6C)(C(=O)OC)O)OC(=O)C)CC)OC)C(=O)OC.C(C(C(=O)O)O)(C(=O)O)O. Cell line: NCI-H226. Synergy scores: CSS=36.8, Synergy_ZIP=2.51, Synergy_Bliss=1.51, Synergy_Loewe=-15.7, Synergy_HSA=-1.36. (10) Drug 1: CCC1(CC2CC(C3=C(CCN(C2)C1)C4=CC=CC=C4N3)(C5=C(C=C6C(=C5)C78CCN9C7C(C=CC9)(C(C(C8N6C)(C(=O)OC)O)OC(=O)C)CC)OC)C(=O)OC)O.OS(=O)(=O)O. Drug 2: CCC1(C2=C(COC1=O)C(=O)N3CC4=CC5=C(C=CC(=C5CN(C)C)O)N=C4C3=C2)O.Cl. Cell line: MDA-MB-435. Synergy scores: CSS=6.54, Synergy_ZIP=-0.319, Synergy_Bliss=5.07, Synergy_Loewe=-1.42, Synergy_HSA=0.851.